From a dataset of Catalyst prediction with 721,799 reactions and 888 catalyst types from USPTO. Predict which catalyst facilitates the given reaction. (1) Reactant: Cl.[CH3:2][O:3][C:4](=[O:7])[CH2:5][NH2:6].C(N(CC)CC)C.[C:15]1([N:21]=[C:22]=[O:23])[CH:20]=[CH:19][CH:18]=[CH:17][CH:16]=1. Product: [CH3:2][O:3][C:4](=[O:7])[CH2:5][NH:6][C:22]([NH:21][C:15]1[CH:20]=[CH:19][CH:18]=[CH:17][CH:16]=1)=[O:23]. The catalyst class is: 2. (2) Reactant: [F:1][C:2]1[CH:7]=[CH:6][C:5]([CH2:8][CH:9]([CH:15]([OH:26])[C:16]2[CH:21]=[CH:20][C:19]([C:22]([F:25])([F:24])[F:23])=[CH:18][CH:17]=2)[C:10]([O:12]CC)=[O:11])=[CH:4][CH:3]=1.[OH-].[Na+].Cl. Product: [F:1][C:2]1[CH:3]=[CH:4][C:5]([CH2:8][CH:9]([CH:15]([OH:26])[C:16]2[CH:21]=[CH:20][C:19]([C:22]([F:24])([F:25])[F:23])=[CH:18][CH:17]=2)[C:10]([OH:12])=[O:11])=[CH:6][CH:7]=1. The catalyst class is: 5.